From a dataset of Catalyst prediction with 721,799 reactions and 888 catalyst types from USPTO. Predict which catalyst facilitates the given reaction. Reactant: [C:1]([NH:9][C@@H:10]1[CH2:14][N:13](C(OC(C)(C)C)=O)[C@H:12]([C:22]([OH:24])=O)[CH2:11]1)(=[O:8])[C:2]1[CH:7]=[CH:6][CH:5]=[CH:4][CH:3]=1.[ClH:25].[C:26]([C@@H:28]1[CH2:32][CH2:31][CH2:30][NH:29]1)#[N:27]. Product: [ClH:25].[C:1]([NH:9][C@@H:10]1[CH2:14][NH:13][C@H:12]([C:22]([N:29]2[CH2:30][CH2:31][CH2:32][C@H:28]2[C:26]#[N:27])=[O:24])[CH2:11]1)(=[O:8])[C:2]1[CH:3]=[CH:4][CH:5]=[CH:6][CH:7]=1. The catalyst class is: 3.